From a dataset of Full USPTO retrosynthesis dataset with 1.9M reactions from patents (1976-2016). Predict the reactants needed to synthesize the given product. (1) The reactants are: [CH:1]([C:3]1[Se:7][CH:6]=[CH:5][CH:4]=1)=O.[OH:8][C:9]1[CH:14]=[CH:13][C:12]([C:15]2[CH:23]=[C:22]3[C:18]([CH2:19][C:20](=[O:24])[NH:21]3)=[CH:17][CH:16]=2)=[CH:11][CH:10]=1.N1CCCCC1.C(O)(=O)C. Given the product [OH:8][C:9]1[CH:10]=[CH:11][C:12]([C:15]2[CH:23]=[C:22]3[C:18](/[C:19](=[CH:1]/[C:3]4[Se:7][CH:6]=[CH:5][CH:4]=4)/[C:20](=[O:24])[NH:21]3)=[CH:17][CH:16]=2)=[CH:13][CH:14]=1, predict the reactants needed to synthesize it. (2) Given the product [OH:17][C:18]1([C:2]2[CH:7]=[CH:6][CH:5]=[C:4]([O:8][CH3:9])[CH:3]=2)[CH2:19][CH:20]2[CH2:24][N:23]([C:25]([O:27][CH2:28][C:29]3[CH:34]=[CH:33][CH:32]=[CH:31][CH:30]=3)=[O:26])[CH2:22][CH:21]2[CH2:35]1, predict the reactants needed to synthesize it. The reactants are: Br[C:2]1[CH:7]=[CH:6][CH:5]=[C:4]([O:8][CH3:9])[CH:3]=1.[Li]C(C)(C)C.N#N.[O:17]=[C:18]1[CH2:35][CH:21]2[CH2:22][N:23]([C:25]([O:27][CH2:28][C:29]3[CH:34]=[CH:33][CH:32]=[CH:31][CH:30]=3)=[O:26])[CH2:24][CH:20]2[CH2:19]1. (3) Given the product [C:13]([C:6]1[N:7]([C:15]([O:17][C:18]([CH3:21])([CH3:20])[CH3:19])=[O:16])[C:8]2[C:4]([CH:5]=1)=[C:3]([O:2][CH3:1])[C:11]([CH3:12])=[CH:10][CH:9]=2)#[N:14], predict the reactants needed to synthesize it. The reactants are: [CH3:1][O:2][C:3]1[C:11]([CH3:12])=[CH:10][CH:9]=[C:8]2[C:4]=1[CH:5]=[C:6]([C:13]#[N:14])[NH:7]2.[C:15](O[C:15]([O:17][C:18]([CH3:21])([CH3:20])[CH3:19])=[O:16])([O:17][C:18]([CH3:21])([CH3:20])[CH3:19])=[O:16]. (4) Given the product [N+:19]([C:14]1[CH:13]=[C:12]([O:1][CH2:2][C:3]2[CH:8]=[CH:7][N:6]=[CH:5][CH:4]=2)[CH:18]=[CH:17][C:15]=1[NH2:16])([O-:21])=[O:20], predict the reactants needed to synthesize it. The reactants are: [OH:1][CH2:2][C:3]1[CH:8]=[CH:7][N:6]=[CH:5][CH:4]=1.[H-].[Na+].Cl[C:12]1[CH:18]=[CH:17][C:15]([NH2:16])=[C:14]([N+:19]([O-:21])=[O:20])[CH:13]=1. (5) Given the product [CH3:1][O:2][C:3]([C:5]1[CH:27]=[C:8]2[NH:9][C:10]([C:20]3[CH:25]=[CH:24][C:23]([C:33]4[C:29]([CH3:28])=[N:30][O:31][C:32]=4[CH3:34])=[CH:22][CH:21]=3)=[C:11]([CH:14]3[CH2:19][CH2:18][CH2:17][CH2:16][CH2:15]3)[C:12](=[O:13])[N:7]2[N:6]=1)=[O:4], predict the reactants needed to synthesize it. The reactants are: [CH3:1][O:2][C:3]([C:5]1[CH:27]=[C:8]2[NH:9][C:10]([C:20]3[CH:25]=[CH:24][C:23](Br)=[CH:22][CH:21]=3)=[C:11]([CH:14]3[CH2:19][CH2:18][CH2:17][CH2:16][CH2:15]3)[C:12](=[O:13])[N:7]2[N:6]=1)=[O:4].[CH3:28][C:29]1(B(O)O)[CH:33]=[C:32]([CH3:34])[O:31][NH:30]1.P([O-])([O-])([O-])=O.[K+].[K+].[K+]. (6) Given the product [Cl:12][C:13]1[N:14]=[CH:15][N:16]=[C:17]([N:9]2[C:6]3=[N:7][CH:8]=[C:3]([S:2][CH3:1])[CH:4]=[C:5]3[CH2:11][CH2:10]2)[CH:18]=1, predict the reactants needed to synthesize it. The reactants are: [CH3:1][S:2][C:3]1[CH:4]=[C:5]2[CH2:11][CH2:10][NH:9][C:6]2=[N:7][CH:8]=1.[Cl:12][C:13]1[CH:18]=[C:17](Cl)[N:16]=[CH:15][N:14]=1.C[Si]([N-][Si](C)(C)C)(C)C.[Na+]. (7) Given the product [CH:19]([N:18]1[C:14]([C:12]2[N:13]=[C:6]3[C:5]4[CH:23]=[CH:24][C:2](/[CH:27]=[CH:26]/[C:25]([O:29][CH3:30])=[O:28])=[CH:3][C:4]=4[O:10][CH2:9][CH2:8][N:7]3[CH:11]=2)=[N:15][C:16]([CH3:22])=[N:17]1)([CH3:21])[CH3:20], predict the reactants needed to synthesize it. The reactants are: Br[C:2]1[CH:24]=[CH:23][C:5]2[C:6]3[N:7]([CH:11]=[C:12]([C:14]4[N:18]([CH:19]([CH3:21])[CH3:20])[N:17]=[C:16]([CH3:22])[N:15]=4)[N:13]=3)[CH2:8][CH2:9][O:10][C:4]=2[CH:3]=1.[C:25]([O:29][CH3:30])(=[O:28])[CH:26]=[CH2:27].C1(C)C=CC=CC=1P(C1C=CC=CC=1C)C1C=CC=CC=1C.C(N(CC)CC)C. (8) Given the product [NH2:1][C:2]1[C:7]([F:8])=[C:6]([CH2:9][CH:10]2[CH2:12][CH2:11]2)[N:5]=[C:4]([CH:13]=[O:14])[C:3]=1[Cl:15], predict the reactants needed to synthesize it. The reactants are: [NH2:1][C:2]1[C:7]([F:8])=[C:6]([CH2:9][CH:10]2[CH2:12][CH2:11]2)[N:5]=[C:4]([CH:13]=[O:14])[CH:3]=1.[Cl:15]N1C(C)(C)C(=O)N(Cl)C1=O. (9) The reactants are: [Cl:1][C:2]1[CH:7]=[C:6]2[NH:8][C:9](=[O:46])[C@@:10]3([C@H:14]([CH2:15][C@@H:16]([CH3:21])[C:17]([F:20])([F:19])[F:18])[NH:13][C@@H:12]([C:22]([NH:24][C:25]4[CH:35]=[CH:34][C:28]([C:29]([O:31]CC)=[O:30])=[CH:27][C:26]=4[O:36][CH3:37])=[O:23])[C@@H:11]3[C:38]3[CH:43]=[CH:42][CH:41]=[C:40]([Cl:44])[C:39]=3[F:45])[C:5]2=[CH:4][CH:3]=1.Cl. Given the product [Cl:1][C:2]1[CH:7]=[C:6]2[NH:8][C:9](=[O:46])[C@@:10]3([C@H:14]([CH2:15][C@@H:16]([CH3:21])[C:17]([F:18])([F:19])[F:20])[NH:13][C@@H:12]([C:22]([NH:24][C:25]4[CH:35]=[CH:34][C:28]([C:29]([OH:31])=[O:30])=[CH:27][C:26]=4[O:36][CH3:37])=[O:23])[C@@H:11]3[C:38]3[CH:43]=[CH:42][CH:41]=[C:40]([Cl:44])[C:39]=3[F:45])[C:5]2=[CH:4][CH:3]=1, predict the reactants needed to synthesize it. (10) The reactants are: [OH:1][CH:2]1[CH2:7][CH2:6][N:5]([C:8]([O:10][C:11]([CH3:14])([CH3:13])[CH3:12])=[O:9])[CH2:4][CH2:3]1.Cl[C:16]1[N:21]=[CH:20][C:19]([C:22](=[O:24])[CH3:23])=[CH:18][CH:17]=1.O. Given the product [C:11]([O:10][C:8]([N:5]1[CH2:4][CH2:3][CH:2]([O:1][C:16]2[CH:17]=[CH:18][C:19]([C:22](=[O:24])[CH3:23])=[CH:20][N:21]=2)[CH2:7][CH2:6]1)=[O:9])([CH3:14])([CH3:13])[CH3:12], predict the reactants needed to synthesize it.